From a dataset of Reaction yield outcomes from USPTO patents with 853,638 reactions. Predict the reaction yield, written as a fraction of the theoretical maximum amount of product (1.0 means a 100% yield; for example, 0.34 means a 34% yield). (1) The reactants are [CH3:1][C:2]1[O:6][N:5]=[C:4]([C:7]2[CH:12]=[CH:11][CH:10]=[CH:9][CH:8]=2)[C:3]=1[CH2:13][O:14][C:15]1[N:20]=[CH:19][C:18]([NH2:21])=[CH:17][CH:16]=1.[C:22](Cl)(=[O:26])[CH:23]([CH3:25])[CH3:24].C(OC(C)C)(C)C. No catalyst specified. The product is [CH3:1][C:2]1[O:6][N:5]=[C:4]([C:7]2[CH:12]=[CH:11][CH:10]=[CH:9][CH:8]=2)[C:3]=1[CH2:13][O:14][C:15]1[N:20]=[CH:19][C:18]([NH:21][C:22](=[O:26])[CH:23]([CH3:25])[CH3:24])=[CH:17][CH:16]=1. The yield is 0.910. (2) The reactants are [CH2:1]([O:3][C:4](=[O:17])[CH:5]=[C:6]([O:8][C:9]1[CH:14]=[C:13]([CH3:15])[CH:12]=[CH:11][C:10]=1[F:16])[CH3:7])[CH3:2].[Br:18]N1C(=O)CCC1=O. The catalyst is ClCCl.C(OOC(=O)C1C=CC=CC=1)(=O)C1C=CC=CC=1. The product is [CH2:1]([O:3][C:4](=[O:17])/[CH:5]=[C:6](/[O:8][C:9]1[CH:14]=[C:13]([CH3:15])[CH:12]=[CH:11][C:10]=1[F:16])\[CH2:7][Br:18])[CH3:2]. The yield is 0.890. (3) The reactants are [CH3:1][O:2][C:3]1[CH:12]=[C:11]2[C:6]([C:7]([NH:29][C:30]3[CH:31]=[C:32]4[C:36](=[CH:37][CH:38]=3)[N:35](C(OC(C)(C)C)=O)[N:34]=[CH:33]4)=[N:8][C:9]([C:13]3[CH:18]=[CH:17][CH:16]=[C:15]([NH:19][C:20](=[O:28])[CH2:21][N:22]4[CH2:27][CH2:26][O:25][CH2:24][CH2:23]4)[CH:14]=3)=[N:10]2)=[CH:5][C:4]=1[O:46][CH2:47][CH2:48][O:49][CH3:50].[C:51]([OH:57])([C:53]([F:56])([F:55])[F:54])=[O:52]. The catalyst is C(Cl)Cl. The product is [F:54][C:53]([F:56])([F:55])[C:51]([OH:57])=[O:52].[NH:35]1[C:36]2[C:32](=[CH:31][C:30]([NH:29][C:7]3[C:6]4[C:11](=[CH:12][C:3]([O:2][CH3:1])=[C:4]([O:46][CH2:47][CH2:48][O:49][CH3:50])[CH:5]=4)[N:10]=[C:9]([C:13]4[CH:14]=[C:15]([NH:19][C:20](=[O:28])[CH2:21][N:22]5[CH2:23][CH2:24][O:25][CH2:26][CH2:27]5)[CH:16]=[CH:17][CH:18]=4)[N:8]=3)=[CH:38][CH:37]=2)[CH:33]=[N:34]1. The yield is 0.430. (4) The reactants are [CH2:1]([O:8][C:9]([N:11]1[CH2:16][CH2:15][C:14](=[O:17])[CH2:13][CH2:12]1)=[O:10])[C:2]1[CH:7]=[CH:6][CH:5]=[CH:4][CH:3]=1.CCN(C(C)C)C(C)C.FC(F)(F)S(O[Si](C)(C)C)(=O)=O.[Br:39]N1C(=O)CCC1=O. The catalyst is C(Cl)Cl. The product is [Br:39][CH:13]1[C:14](=[O:17])[CH2:15][CH2:16][N:11]([C:9]([O:8][CH2:1][C:2]2[CH:7]=[CH:6][CH:5]=[CH:4][CH:3]=2)=[O:10])[CH2:12]1. The yield is 0.900. (5) The reactants are [CH2:1]([C:7]1[C:8]2[S:17][CH:16]=[CH:15][C:9]=2[S:10][C:11]=1C(O)=O)[CH2:2][CH2:3][CH2:4][CH2:5][CH3:6].N1C2C(=CC=CC=2)C=CC=1.C(=O)=O. The catalyst is [Cu].CCCCCC. The product is [CH2:1]([C:7]1[C:8]2[S:17][CH:16]=[CH:15][C:9]=2[S:10][CH:11]=1)[CH2:2][CH2:3][CH2:4][CH2:5][CH3:6]. The yield is 0.903.